This data is from PAMPA (Parallel Artificial Membrane Permeability Assay) permeability data from NCATS. The task is: Regression/Classification. Given a drug SMILES string, predict its absorption, distribution, metabolism, or excretion properties. Task type varies by dataset: regression for continuous measurements (e.g., permeability, clearance, half-life) or binary classification for categorical outcomes (e.g., BBB penetration, CYP inhibition). Dataset: pampa_ncats. (1) The molecule is CC(C)CCNC(=O)[C@H](CC(C)C)NC(=O)[C@@H]1[C@H](O1)C(=O)O. The result is 0 (low-to-moderate permeability). (2) The result is 0 (low-to-moderate permeability). The compound is CC(C)C(C(=O)O)NC(=O)CNC(=O)CO/N=C/1\CC[C@@]2(C3CC[C@]4(C(C3CCC2=C1)CCC4(C#C)O)C)C. (3) The compound is C1CC2=C(C=CC(=C2)S(=O)(=O)NC3=C(C=CN=C3)C(=O)NC4=NC(=CS4)C5=CC=CC=C5)NC(=O)C1. The result is 0 (low-to-moderate permeability).